From a dataset of Catalyst prediction with 721,799 reactions and 888 catalyst types from USPTO. Predict which catalyst facilitates the given reaction. (1) Reactant: [Br:1][C:2]1[CH:3]=[CH:4][C:5]([O:15][CH3:16])=[C:6]([C:8]2[CH:13]=[CH:12][CH:11]=[CH:10][C:9]=2I)[CH:7]=1.C([Mg]Cl)(C)C.[B:22](OC(C)C)([O:27]C(C)C)[O:23]C(C)C. Product: [Br:1][C:2]1[CH:3]=[CH:4][C:5]([O:15][CH3:16])=[C:6]([C:8]2[CH:13]=[CH:12][CH:11]=[CH:10][C:9]=2[B:22]([OH:27])[OH:23])[CH:7]=1. The catalyst class is: 7. (2) Reactant: [C:1]([O:5][C:6]([N:8]1[CH2:14][CH:13]2[CH:9]1[CH2:10][NH:11][CH2:12]2)=[O:7])([CH3:4])([CH3:3])[CH3:2].[Br:15][C:16]1[CH:28]=[CH:27][C:26]2[C:25]3[C:20](=[CH:21][C:22](Br)=[CH:23][CH:24]=3)[C:19](=[O:30])[C:18]=2[CH:17]=1.CC(C)([O-])C.[Na+].C1(P(C2C=CC=CC=2)C2C=CC3C(=CC=CC=3)C=2C2C3C(=CC=CC=3)C=CC=2P(C2C=CC=CC=2)C2C=CC=CC=2)C=CC=CC=1. Product: [C:1]([O:5][C:6]([N:8]1[CH2:14][C@@H:13]2[C@@H:9]1[CH2:10][N:11]([C:22]1[CH:23]=[CH:24][C:25]3[C:26]4[C:18](=[CH:17][C:16]([Br:15])=[CH:28][CH:27]=4)[C:19](=[O:30])[C:20]=3[CH:21]=1)[CH2:12]2)=[O:7])([CH3:4])([CH3:2])[CH3:3]. The catalyst class is: 101.